Predict the reactants needed to synthesize the given product. From a dataset of Full USPTO retrosynthesis dataset with 1.9M reactions from patents (1976-2016). (1) Given the product [C:42]([O:41][C:39]([N:32]1[C:28]2=[N:29][CH:30]=[CH:31][C:26]([CH2:24][NH:15][C@H:16]([C:20]([CH3:23])([CH3:22])[CH3:21])[C:17]([OH:19])=[O:18])=[C:27]2[C:34]([C:35]([O:37][CH3:38])=[O:36])=[CH:33]1)=[O:40])([CH3:45])([CH3:44])[CH3:43], predict the reactants needed to synthesize it. The reactants are: C(O[BH-](OC(=O)C)OC(=O)C)(=O)C.[Na+].[NH2:15][C@H:16]([C:20]([CH3:23])([CH3:22])[CH3:21])[C:17]([OH:19])=[O:18].[CH:24]([C:26]1[CH:31]=[CH:30][N:29]=[C:28]2[N:32]([C:39]([O:41][C:42]([CH3:45])([CH3:44])[CH3:43])=[O:40])[CH:33]=[C:34]([C:35]([O:37][CH3:38])=[O:36])[C:27]=12)=O. (2) Given the product [Cl:40][C:35]1[CH:36]=[C:37]2[C:32](=[CH:33][CH:34]=1)[N:31]=[C:30]([O:9][C:6]1[CH:7]=[CH:8][C:3]([CH2:1][CH3:2])=[C:4]([CH:10]3[C:18](=[O:19])[CH:17]4[CH:12]([CH:13]5[CH2:21][CH2:20][CH:16]4[CH2:15][CH2:14]5)[C:11]3=[O:22])[CH:5]=1)[CH:39]=[N:38]2, predict the reactants needed to synthesize it. The reactants are: [CH2:1]([C:3]1[CH:8]=[CH:7][C:6]([OH:9])=[CH:5][C:4]=1[CH:10]1[C:18](=[O:19])[CH:17]2[CH:12]([CH:13]3[CH2:21][CH2:20][CH:16]2[CH2:15][CH2:14]3)[C:11]1=[O:22])[CH3:2].C(=O)([O-])[O-].[K+].[K+].Cl[C:30]1[CH:39]=[N:38][C:37]2[C:32](=[CH:33][CH:34]=[C:35]([Cl:40])[CH:36]=2)[N:31]=1.Cl. (3) The reactants are: [F:1][C:2]1[CH:7]=[CH:6][C:5]([N:8]2[C:12](O)=[CH:11][C:10]([C:14]([F:17])([F:16])[F:15])=[N:9]2)=[C:4]([CH3:18])[CH:3]=1.P(Br)(Br)([Br:21])=O.C([O-])(O)=O.[Na+]. Given the product [Br:21][C:12]1[N:8]([C:5]2[CH:6]=[CH:7][C:2]([F:1])=[CH:3][C:4]=2[CH3:18])[N:9]=[C:10]([C:14]([F:17])([F:16])[F:15])[CH:11]=1, predict the reactants needed to synthesize it. (4) Given the product [CH3:15][N:16]([CH3:19])/[CH:17]=[C:2](\[F:1])/[C:3]([C:5]1[C:10]([N+:11]([O-:13])=[O:12])=[CH:9][CH:8]=[C:7]([CH3:14])[N:6]=1)=[O:4], predict the reactants needed to synthesize it. The reactants are: [F:1][CH2:2][C:3]([C:5]1[C:10]([N+:11]([O-:13])=[O:12])=[CH:9][CH:8]=[C:7]([CH3:14])[N:6]=1)=[O:4].[CH3:15][N:16]([CH3:19])[CH:17]=O.[CH3:15][N:16]([CH3:19])[C:17](=O)C.